From a dataset of Catalyst prediction with 721,799 reactions and 888 catalyst types from USPTO. Predict which catalyst facilitates the given reaction. (1) Reactant: [CH:1]1([CH2:6][CH:7]([C:18]2[NH:29][C:21]3=[N:22][CH:23]=[C:24](CC#N)[CH:25]=[C:20]3[CH:19]=2)[C:8]2[CH:13]=[CH:12][C:11]([S:14]([CH3:17])(=[O:16])=[O:15])=[CH:10][CH:9]=2)[CH2:5][CH2:4][CH2:3][CH2:2]1.[C:30]([OH:33])(=[O:32])[CH3:31]. Product: [CH:1]1([CH2:6][CH:7]([C:18]2[NH:29][C:21]3=[N:22][CH:23]=[C:24]([CH2:31][C:30]([OH:33])=[O:32])[CH:25]=[C:20]3[CH:19]=2)[C:8]2[CH:13]=[CH:12][C:11]([S:14]([CH3:17])(=[O:16])=[O:15])=[CH:10][CH:9]=2)[CH2:5][CH2:4][CH2:3][CH2:2]1. The catalyst class is: 33. (2) Reactant: Br[C:2]1[CH:3]=[CH:4][CH:5]=[C:6]2[C:11]=1[N:10]=[C:9]([Cl:12])[CH:8]=[CH:7]2.C([Li])CCC.[C:18](=[O:20])=[O:19].O. Product: [Cl:12][C:9]1[CH:8]=[CH:7][C:6]2[C:11](=[C:2]([C:18]([OH:20])=[O:19])[CH:3]=[CH:4][CH:5]=2)[N:10]=1. The catalyst class is: 11. (3) The catalyst class is: 17. Reactant: [CH3:1][C:2]1[N:6]([C:7]2[CH:12]=[CH:11][C:10]([C:13]([F:16])([F:15])[F:14])=[CH:9][N:8]=2)[N:5]=[CH:4][C:3]=1[C:17](Cl)=[O:18].[NH2:20][C:21]1[CH:22]=[C:23]([C:28]#[N:29])[C:24]([Cl:27])=[N:25][CH:26]=1.O. Product: [Cl:27][C:24]1[N:25]=[CH:26][C:21]([NH:20][C:17]([C:3]2[CH:4]=[N:5][N:6]([C:7]3[CH:12]=[CH:11][C:10]([C:13]([F:16])([F:15])[F:14])=[CH:9][N:8]=3)[C:2]=2[CH3:1])=[O:18])=[CH:22][C:23]=1[C:28]#[N:29]. (4) Reactant: [CH:1]1([O:5][C@H:6]([CH3:23])[C@@H:7]([C:19]([O:21][CH3:22])=[O:20])[NH:8]C(OCC2C=CC=CC=2)=O)[CH2:4][CH2:3][CH2:2]1. The catalyst class is: 50. Product: [CH:1]1([O:5][C@H:6]([CH3:23])[C@@H:7]([C:19]([O:21][CH3:22])=[O:20])[NH2:8])[CH2:2][CH2:3][CH2:4]1. (5) Reactant: [OH:1][C:2]1[CH:7]=[CH:6][N:5]([C:8]2[CH:9]=[CH:10][C:11]3[N:15]=[C:14]([CH:16]4[CH2:18][CH:17]4[C:19]([OH:22])([CH3:21])[CH3:20])[N:13]([CH3:23])[C:12]=3[CH:24]=2)[C:4](=[O:25])[CH:3]=1.[Cl:26][C:27]1[CH:28]=[CH:29][C:30]([CH2:33]O)=[N:31][CH:32]=1.C(P(CCCC)CCCC)CCC.N(C(N1CCCCC1)=O)=NC(N1CCCCC1)=O. Product: [Cl:26][C:27]1[CH:28]=[CH:29][C:30]([CH2:33][O:1][C:2]2[CH:7]=[CH:6][N:5]([C:8]3[CH:9]=[CH:10][C:11]4[N:15]=[C:14]([CH:16]5[CH2:18][CH:17]5[C:19]([OH:22])([CH3:20])[CH3:21])[N:13]([CH3:23])[C:12]=4[CH:24]=3)[C:4](=[O:25])[CH:3]=2)=[N:31][CH:32]=1. The catalyst class is: 674. (6) Reactant: [I:1][C:2]1[CH:7]=[CH:6][C:5]([OH:8])=[CH:4][CH:3]=1.F[C:10]1[CH:17]=[CH:16][CH:15]=[CH:14][C:11]=1[CH:12]=[O:13].C(=O)([O-])[O-].[K+].[K+]. Product: [I:1][C:2]1[CH:7]=[CH:6][C:5]([O:8][C:10]2[CH:17]=[CH:16][CH:15]=[CH:14][C:11]=2[CH:12]=[O:13])=[CH:4][CH:3]=1. The catalyst class is: 9. (7) Reactant: [F:1][C:2]([F:12])([F:11])[C@H:3]([OH:10])[CH2:4][C:5](OCC)=[O:6].[H-].[Al+3].[Li+].[H-].[H-].[H-]. Product: [F:1][C:2]([F:12])([F:11])[C@H:3]([OH:10])[CH2:4][CH2:5][OH:6]. The catalyst class is: 27. (8) Reactant: [H-].[Na+].[C:3]([O:7][C:8]([N:10]1[CH2:26][CH2:25][C:13]2([N:17]([C:18]3[CH:23]=[CH:22][CH:21]=[CH:20][CH:19]=3)[CH2:16][NH:15][C:14]2=[O:24])[CH2:12][CH2:11]1)=[O:9])([CH3:6])([CH3:5])[CH3:4].[H-].[H][H].Br[CH2:31][CH2:32][CH2:33][OH:34].C1C2(CCCCC2)[C:38](=[O:45])[CH2:37][CH2:36]1. Product: [OH2:7].[OH:34][CH2:33][CH2:32][CH2:31][N:15]1[C:14](=[O:24])[C:13]2([CH2:12][CH2:11][N:10]([C:8]([O:7][C:3]([CH3:6])([CH3:4])[CH3:5])=[O:9])[CH2:26][CH2:25]2)[N:17]([C:18]2[CH:23]=[CH:22][CH:21]=[CH:20][CH:19]=2)[CH2:16]1.[OH:45][CH2:38][CH2:37][CH2:36][N:15]1[C:14](=[O:24])[C:13]2([CH2:12][CH2:11][N:10]([C:8]([O:7][C:3]([CH3:6])([CH3:4])[CH3:5])=[O:9])[CH2:26][CH2:25]2)[N:17]([C:18]2[CH:23]=[CH:22][CH:21]=[CH:20][CH:19]=2)[CH2:16]1. The catalyst class is: 3. (9) Reactant: [C:1]1([C:7]2[CH:12]=[C:11]([C:13]3[CH:18]=[CH:17][CH:16]=[CH:15][CH:14]=3)[N:10]=[C:9]([C:19]3[CH:30]=[CH:29][C:22]([CH2:23]OS(C)(=O)=O)=[CH:21][CH:20]=3)[N:8]=2)[CH:6]=[CH:5][CH:4]=[CH:3][CH:2]=1.[CH3:31][O:32][C:33](=[O:45])[C@H:34]([CH2:43][SH:44])[NH:35][C:36]([O:38][C:39]([CH3:42])([CH3:41])[CH3:40])=[O:37].C(=O)([O-])[O-].[Cs+].[Cs+].CN(C)C=O. Product: [CH3:31][O:32][C:33](=[O:45])[CH:34]([NH:35][C:36]([O:38][C:39]([CH3:42])([CH3:40])[CH3:41])=[O:37])[CH2:43][S:44][CH2:23][C:22]1[CH:21]=[CH:20][C:19]([C:9]2[N:8]=[C:7]([C:1]3[CH:6]=[CH:5][CH:4]=[CH:3][CH:2]=3)[CH:12]=[C:11]([C:13]3[CH:18]=[CH:17][CH:16]=[CH:15][CH:14]=3)[N:10]=2)=[CH:30][CH:29]=1. The catalyst class is: 6.